Dataset: Forward reaction prediction with 1.9M reactions from USPTO patents (1976-2016). Task: Predict the product of the given reaction. (1) Given the reactants C([O:4][C@@H:5]1[CH2:10][CH2:9][CH2:8][CH2:7][C@H:6]1[O:11][C:12]1[CH:17]=[CH:16][C:15]([Br:18])=[CH:14][CH:13]=1)(=O)C.O.[OH-].[Li+], predict the reaction product. The product is: [Br:18][C:15]1[CH:16]=[CH:17][C:12]([O:11][C@@H:6]2[CH2:7][CH2:8][CH2:9][CH2:10][C@H:5]2[OH:4])=[CH:13][CH:14]=1. (2) Given the reactants [CH:1]([C:3]1[CH:11]=[CH:10][C:6]([C:7](O)=[O:8])=[CH:5][CH:4]=1)=[O:2].S(Cl)(Cl)=O.[CH3:16][NH:17][CH3:18].O, predict the reaction product. The product is: [CH:1]([C:3]1[CH:11]=[CH:10][C:6]([C:7]([N:17]([CH3:18])[CH3:16])=[O:8])=[CH:5][CH:4]=1)=[O:2]. (3) Given the reactants C([O:4][C@H:5]1[C@@H:10]([O:11]C(=O)C)[C@@H:9]([CH2:15][O:16]C(=O)C)[O:8][C@@H:7]([O:20]CCOCCOCCOCC(O)=O)[C@@H:6]1[NH:34][C:35](=[O:37])[CH3:36])(=O)C.Cl.C(OC(=O)[C@@H](NC(=O)[C@@H](N)CCCCN)CCCCN)C1C=CC=CC=1.CCN(C(C)C)C(C)C.ON1C2N=CC=CC=2N=N1.Cl.CN(C)CCCN=C=NCC, predict the reaction product. The product is: [OH:20][CH:7]1[O:8][C@H:9]([CH2:15][OH:16])[C@H:10]([OH:11])[C@H:5]([OH:4])[C@H:6]1[NH:34][C:35]([CH3:36])=[O:37]. (4) Given the reactants [H-].[Al+3].[Li+].[H-].[H-].[H-].[C:7]([O:11][C:12]([N:14]([CH2:33][C:34]1[CH:39]=[CH:38][C:37]([F:40])=[CH:36][C:35]=1[CH3:41])[C:15]1[N:16]=[CH:17][CH:18]=[C:19]2[C:23]([CH3:24])=[C:22]([C:25](OCC)=[O:26])[N:21]([CH2:30][CH2:31][CH3:32])[C:20]=12)=[O:13])([CH3:10])([CH3:9])[CH3:8].[OH-].[Na+], predict the reaction product. The product is: [F:40][C:37]1[CH:38]=[CH:39][C:34]([CH2:33][N:14]([C:15]2[N:16]=[CH:17][CH:18]=[C:19]3[C:23]([CH3:24])=[C:22]([CH2:25][OH:26])[N:21]([CH2:30][CH2:31][CH3:32])[C:20]=23)[C:12](=[O:13])[O:11][C:7]([CH3:8])([CH3:10])[CH3:9])=[C:35]([CH3:41])[CH:36]=1.